This data is from Full USPTO retrosynthesis dataset with 1.9M reactions from patents (1976-2016). The task is: Predict the reactants needed to synthesize the given product. Given the product [OH:1][CH2:2][CH2:3][N:4]([CH3:28])[C:5]1[CH:6]=[C:7]2[C:12](=[CH:13][C:14]=1[C:15]([F:18])([F:16])[F:17])[NH:11][C:10](=[O:19])[N:9]([NH:20][S:21]([CH3:24])(=[O:22])=[O:23])[C:8]2=[O:25], predict the reactants needed to synthesize it. The reactants are: [OH:1][CH2:2][CH2:3][NH:4][C:5]1[CH:6]=[C:7]2[C:12](=[CH:13][C:14]=1[C:15]([F:18])([F:17])[F:16])[NH:11][C:10](=[O:19])[N:9]([NH:20][S:21]([CH3:24])(=[O:23])=[O:22])[C:8]2=[O:25].C=O.[C:28](O)(=O)C.O1CCCC1.